Dataset: Peptide-MHC class I binding affinity with 185,985 pairs from IEDB/IMGT. Task: Regression. Given a peptide amino acid sequence and an MHC pseudo amino acid sequence, predict their binding affinity value. This is MHC class I binding data. (1) The peptide sequence is QVIEYLKPY. The MHC is HLA-A02:11 with pseudo-sequence HLA-A02:11. The binding affinity (normalized) is 0.0847. (2) The peptide sequence is LSDLKKTIY. The MHC is HLA-A30:01 with pseudo-sequence HLA-A30:01. The binding affinity (normalized) is 0.0847.